From a dataset of Forward reaction prediction with 1.9M reactions from USPTO patents (1976-2016). Predict the product of the given reaction. Given the reactants [NH2:1][C:2]1[N:7]=[CH:6][N:5]=[C:4]([NH:8][C@H:9]([C:11]2[N:12]([CH:23]3[CH2:25][CH2:24]3)[C:13](=[O:22])[C:14]3[C:19]([CH:20]=2)=[CH:18][CH:17]=[CH:16][C:15]=3Cl)[CH3:10])[C:3]=1[C:26]1[O:27][C:28]([CH3:31])=[N:29][N:30]=1.[CH3:32][N:33]1[CH:37]=[C:36](B2OC(C)(C)C(C)(C)O2)[CH:35]=[N:34]1.C([O-])([O-])=O.[Na+].[Na+], predict the reaction product. The product is: [NH2:1][C:2]1[N:7]=[CH:6][N:5]=[C:4]([NH:8][C@H:9]([C:11]2[N:12]([CH:23]3[CH2:25][CH2:24]3)[C:13](=[O:22])[C:14]3[C:19]([CH:20]=2)=[CH:18][CH:17]=[CH:16][C:15]=3[C:36]2[CH:35]=[N:34][N:33]([CH3:32])[CH:37]=2)[CH3:10])[C:3]=1[C:26]1[O:27][C:28]([CH3:31])=[N:29][N:30]=1.